From a dataset of Reaction yield outcomes from USPTO patents with 853,638 reactions. Predict the reaction yield, written as a fraction of the theoretical maximum amount of product (1.0 means a 100% yield; for example, 0.34 means a 34% yield). The reactants are [F:1][C:2]1[CH:10]=[CH:9][C:8]([CH2:11][C:12]2[C:21]3[C:16](=[CH:17][CH:18]=[CH:19][CH:20]=3)[C:15](=[O:22])[NH:14][N:13]=2)=[CH:7][C:3]=1[C:4]([OH:6])=O.F[P-](F)(F)(F)(F)F.N1(OC(N(C)C)=[N+](C)C)C2C=CC=CC=2N=N1.[F:47][C:48]([F:61])([F:60])[C:49]1[N:53]2[CH2:54][CH2:55][NH:56][CH2:57][C:52]2=[C:51]([C:58]#[N:59])[N:50]=1.C(N(CC)C(C)C)(C)C. The catalyst is CN(C)C=O. The product is [F:1][C:2]1[CH:10]=[CH:9][C:8]([CH2:11][C:12]2[C:21]3[C:16](=[CH:17][CH:18]=[CH:19][CH:20]=3)[C:15](=[O:22])[NH:14][N:13]=2)=[CH:7][C:3]=1[C:4]([N:56]1[CH2:55][CH2:54][N:53]2[C:49]([C:48]([F:61])([F:47])[F:60])=[N:50][C:51]([C:58]#[N:59])=[C:52]2[CH2:57]1)=[O:6]. The yield is 0.219.